Dataset: Drug-target binding data from BindingDB using IC50 measurements. Task: Regression. Given a target protein amino acid sequence and a drug SMILES string, predict the binding affinity score between them. We predict pIC50 (pIC50 = -log10(IC50 in M); higher means more potent). Dataset: bindingdb_ic50. The target protein (Q28263) has sequence MGEVTAEQVEKFLDSNIIFAKQYYNLRYRAKVISDMLGAKEAAVDFSNYHSLSSVEESEIIFDLLRDFQENLQAERCIFNVMKKLCFLLQADRMSLFMYRVRNGIAELATRLFNVHKDAVLEECLVAPDSEIVFPLDMGVVGHVAHSKKIANVVNTEEDEHFCDFVDTLTEYQTKNILASPIMNGKDVVAVIMAVNKVDEPHFTKRDEEILLKYLNFANLIMKVYHLSYLHNCETRRGQILLWSGSKVFEELTDIERQFHKALYTVRAFLNCDRYSVGLLDMTKQKEFFDVWPVLMGEAPPYSGPRTPDGREINFYKVIDYILHGKEDIKVIPNPPPDHWALVSGLPTYVAQNGLICNIMNAPAEDFFAFQKEPLDESGWMIKNVLSMPIVNKKEEIVGVATFYNRKDGKPFDEMDETLMESLAQFLGWSVLNPDTYESMNRLENRKDIFQDMVKYHVKCDNEEIQKILKTREVYGKEPWECEEEELAEILQGELPDAEK.... The pIC50 is 5.7. The small molecule is CCc1c2nc(-c3cc(S(=O)(=O)N4CCN(CC)CC4)cnc3O[C@H](C)COC)[nH]c(=O)c2nn1C.